Task: Predict which catalyst facilitates the given reaction.. Dataset: Catalyst prediction with 721,799 reactions and 888 catalyst types from USPTO (1) Reactant: Cl.Cl.[F:3][C:4]1[CH:16]=[CH:15][C:7]([CH2:8][N:9]2[CH2:13][CH2:12][C@@H:11]([NH2:14])[CH2:10]2)=[CH:6][CH:5]=1.[CH2:17]([O:19][C:20](=[O:29])[C:21]1[CH:26]=[C:25]([Cl:27])[C:24](Cl)=[N:23][CH:22]=1)[CH3:18].C([O-])([O-])=O.[K+].[K+].O. Product: [Cl:27][C:25]1[C:24]([NH:14][C@@H:11]2[CH2:12][CH2:13][N:9]([CH2:8][C:7]3[CH:6]=[CH:5][C:4]([F:3])=[CH:16][CH:15]=3)[CH2:10]2)=[N:23][CH:22]=[C:21]([CH:26]=1)[C:20]([O:19][CH2:17][CH3:18])=[O:29]. The catalyst class is: 31. (2) Reactant: [CH3:1][C:2]1[CH:7]=[N:6][C:5]([C:8]([OH:10])=[O:9])=[CH:4][N:3]=1.ClC(Cl)(Cl)C(=N)O[C:15]([CH3:18])([CH3:17])[CH3:16].[Cl-].[Na+].C(OCC)(=O)C. Product: [CH3:1][C:2]1[N:3]=[CH:4][C:5]([C:8]([O:10][C:15]([CH3:18])([CH3:17])[CH3:16])=[O:9])=[N:6][CH:7]=1. The catalyst class is: 7. (3) Reactant: [OH:1][C:2]1[CH:15]=[CH:14][C:5]([C:6]([C:8]2[CH:13]=[CH:12][CH:11]=[CH:10][CH:9]=2)=[O:7])=[CH:4][CH:3]=1.C([O-])([O-])=O.[K+].[K+].Cl[CH2:23][CH2:24][OH:25].[Na+].[I-]. Product: [OH:25][CH2:24][CH2:23][O:1][C:2]1[CH:3]=[CH:4][C:5]([C:6]([C:8]2[CH:13]=[CH:12][CH:11]=[CH:10][CH:9]=2)=[O:7])=[CH:14][CH:15]=1. The catalyst class is: 21. (4) Reactant: CCN(C(C)C)C(C)C.[OH:10][C:11]1([C:30]2[CH:40]=[CH:39][C:33]([O:34][CH2:35][C:36](O)=[O:37])=[CH:32][CH:31]=2)[CH2:16][CH2:15][N:14]([C:17]2[CH:18]=[CH:19][C:20]3[N:21]([C:23]([C:26]([F:29])([F:28])[F:27])=[N:24][N:25]=3)[N:22]=2)[CH2:13][CH2:12]1.[CH3:41][O:42][CH2:43][CH2:44][NH:45][CH3:46].CN(C(ON1N=NC2C=CC=NC1=2)=[N+](C)C)C.F[P-](F)(F)(F)(F)F. Product: [OH:10][C:11]1([C:30]2[CH:40]=[CH:39][C:33]([O:34][CH2:35][C:36]([N:45]([CH2:44][CH2:43][O:42][CH3:41])[CH3:46])=[O:37])=[CH:32][CH:31]=2)[CH2:16][CH2:15][N:14]([C:17]2[CH:18]=[CH:19][C:20]3[N:21]([C:23]([C:26]([F:28])([F:27])[F:29])=[N:24][N:25]=3)[N:22]=2)[CH2:13][CH2:12]1. The catalyst class is: 18. (5) Reactant: [CH3:1][C:2]1([CH3:13])[CH2:11][C:10](=O)[C:9]2[C:4](=[CH:5][CH:6]=[CH:7][CH:8]=2)[O:3]1.C([O-])(=O)C.[NH4+].C([BH3-])#[N:20].[Na+]. Product: [CH3:1][C:2]1([CH3:13])[CH2:11][CH:10]([NH2:20])[C:9]2[C:4](=[CH:5][CH:6]=[CH:7][CH:8]=2)[O:3]1. The catalyst class is: 5. (6) Reactant: [OH:1][CH:2]1[CH2:5][C:4]2([CH2:10][CH2:9][N:8](C(OC(C)(C)C)=O)[CH2:7][CH2:6]2)[CH2:3]1.C1(P(C2C=CC=CC=2)C2C=CC=CC=2)C=CC=CC=1.[Cl:37][C:38]1[C:47]2[C:42](=[CH:43][CH:44]=[CH:45][CH:46]=2)[C:41](O)=[CH:40][CH:39]=1.N(C(OCC)=O)=NC(OCC)=O.[OH-].[Na+]. Product: [ClH:37].[Cl:37][C:38]1[C:47]2[C:42](=[CH:43][CH:44]=[CH:45][CH:46]=2)[C:41]([O:1][CH:2]2[CH2:3][C:4]3([CH2:6][CH2:7][NH:8][CH2:9][CH2:10]3)[CH2:5]2)=[CH:40][CH:39]=1. The catalyst class is: 11. (7) Reactant: [Si:1](Cl)([C:4]([CH3:7])([CH3:6])[CH3:5])([CH3:3])[CH3:2].[OH:9][CH2:10][CH2:11][N:12]1[C:16]([CH3:17])=[CH:15][N:14]=[CH:13]1.N1C=CN=C1.C(Cl)Cl. Product: [Si:1]([O:9][CH2:10][CH2:11][N:12]1[C:16]([CH3:17])=[CH:15][N:14]=[CH:13]1)([C:4]([CH3:7])([CH3:6])[CH3:5])([CH3:3])[CH3:2]. The catalyst class is: 6. (8) Reactant: [CH3:1][O:2][C:3]([C:5]1[CH:6]=[C:7]2[C:12](=[C:13]([CH3:15])[CH:14]=1)[NH:11][CH:10]([C:16]1[CH:21]=[CH:20][CH:19]=[C:18](Br)[CH:17]=1)[CH2:9][C:8]2([CH3:24])[CH3:23])=[O:4].[NH:25]1[CH2:30][CH2:29][O:28][CH2:27][CH2:26]1.Cl.CN(C)CC(O)=O.C(=O)([O-])[O-].[K+].[K+]. Product: [CH3:1][O:2][C:3]([C:5]1[CH:6]=[C:7]2[C:12](=[C:13]([CH3:15])[CH:14]=1)[NH:11][CH:10]([C:16]1[CH:21]=[CH:20][CH:19]=[C:18]([N:25]3[CH2:30][CH2:29][O:28][CH2:27][CH2:26]3)[CH:17]=1)[CH2:9][C:8]2([CH3:24])[CH3:23])=[O:4]. The catalyst class is: 156.